This data is from Reaction yield outcomes from USPTO patents with 853,638 reactions. The task is: Predict the reaction yield, written as a fraction of the theoretical maximum amount of product (1.0 means a 100% yield; for example, 0.34 means a 34% yield). (1) The catalyst is C(#N)C. The reactants are [CH3:1][N:2]1[CH:6]=[CH:5][N:4]=[C:3]1[S:7][CH:8]([C:10]1[CH:11]=[CH:12][CH:13]=[C:14]2[C:18]=1[NH:17][C:16]([C:19]1[S:20][CH:21]=[CH:22][N:23]=1)=[CH:15]2)[CH3:9].C(=O)([O-])[OH:25].[Na+].S([O-])([O-])(=O)=S.[Na+].[Na+].[OH2:36]. The product is [CH3:1][N:2]1[CH:6]=[CH:5][N:4]=[C:3]1[S:7]([CH:8]([C:10]1[CH:11]=[CH:12][CH:13]=[C:14]2[C:18]=1[NH:17][C:16]([C:19]1[S:20][CH:21]=[CH:22][N:23]=1)=[CH:15]2)[CH3:9])(=[O:25])=[O:36]. The yield is 0.640. (2) The reactants are [H-].[Na+].[CH3:3][O:4][C:5]1[CH:10]=[CH:9][C:8]([N:11]2[CH2:16][CH2:15][N:14]([C:17]3[C:18]([CH3:31])=[C:19]([CH3:30])[C:20]4[O:24][C:23]([CH3:26])([CH3:25])[CH:22]([OH:27])[C:21]=4[C:28]=3[CH3:29])[CH2:13][CH2:12]2)=[CH:7][CH:6]=1.[CH2:32](Br)[C:33]1[CH:38]=[CH:37][CH:36]=[CH:35][CH:34]=1.O. The catalyst is CN(C=O)C. The product is [CH2:32]([O:27][CH:22]1[C:21]2[C:28]([CH3:29])=[C:17]([N:14]3[CH2:13][CH2:12][N:11]([C:8]4[CH:7]=[CH:6][C:5]([O:4][CH3:3])=[CH:10][CH:9]=4)[CH2:16][CH2:15]3)[C:18]([CH3:31])=[C:19]([CH3:30])[C:20]=2[O:24][C:23]1([CH3:26])[CH3:25])[C:33]1[CH:38]=[CH:37][CH:36]=[CH:35][CH:34]=1. The yield is 0.620.